From a dataset of HIV replication inhibition screening data with 41,000+ compounds from the AIDS Antiviral Screen. Binary Classification. Given a drug SMILES string, predict its activity (active/inactive) in a high-throughput screening assay against a specified biological target. (1) The molecule is O=C(Cc1nc2ccccc2s1)Nc1cccc(C(F)(F)F)c1. The result is 0 (inactive). (2) The compound is O=C(CNc1nccs1)Nn1cnc2ccc(S(=O)(=O)Nc3nccs3)cc2c1=O. The result is 0 (inactive). (3) The molecule is O=C(c1ccccc1)c1oc2ccc(Br)cc2c1-c1cnn(-c2ccccc2)c1. The result is 0 (inactive). (4) The compound is CC(C)C(Cl)=NOC(=O)Nc1ccccc1F. The result is 0 (inactive). (5) The molecule is Br.C=CCN1CC2CN=NC2(C#N)C1. The result is 0 (inactive). (6) The compound is CCc1cc2c(Nc3ccccc3)c3c(nc2s1)CCCC3. The result is 0 (inactive). (7) The molecule is Br.CN(C)CCNc1ncnc2nc(-c3ccccc3)c(-c3ccccc3)nc12. The result is 0 (inactive).